This data is from Peptide-MHC class I binding affinity with 185,985 pairs from IEDB/IMGT. The task is: Regression. Given a peptide amino acid sequence and an MHC pseudo amino acid sequence, predict their binding affinity value. This is MHC class I binding data. The peptide sequence is RQDILDLWIY. The MHC is HLA-A68:01 with pseudo-sequence YYAMYRNNVAQTDVDTLYIMYRDYTWAVWAYTWY. The binding affinity (normalized) is 0.